Dataset: Catalyst prediction with 721,799 reactions and 888 catalyst types from USPTO. Task: Predict which catalyst facilitates the given reaction. (1) Reactant: [CH2:1]([N:8]1[C@H:12]([CH2:13][OH:14])[CH2:11][CH2:10][C:9]1=[O:15])[C:2]1[CH:7]=[CH:6][CH:5]=[CH:4][CH:3]=1.[OH:16][C:17]1[CH:24]=[CH:23][CH:22]=[C:21](O)[C:18]=1[CH:19]=[O:20].C1C=CC(P(C2C=CC=CC=2)C2C=CC=CC=2)=CC=1.CC(OC(/N=N/C(OC(C)C)=O)=O)C.C(C#N)(C)=O. Product: [CH2:1]([N:8]1[C:9](=[O:15])[CH2:10][CH2:11][C@H:12]1[CH2:13][O:14][C:21]1[CH:22]=[CH:23][CH:24]=[C:17]([OH:16])[C:18]=1[CH:19]=[O:20])[C:2]1[CH:3]=[CH:4][CH:5]=[CH:6][CH:7]=1. The catalyst class is: 1. (2) Reactant: [C:1]1([C:7]([C:15]2[CH:20]=[CH:19][CH:18]=[CH:17][CH:16]=2)([CH:9]2[CH2:14][CH2:13][NH:12][CH2:11][CH2:10]2)[OH:8])[CH:6]=[CH:5][CH:4]=[CH:3][CH:2]=1.[C:21]([C:25]1[CH:30]=[CH:29][C:28]([CH2:31][CH2:32][CH2:33]Cl)=[CH:27][CH:26]=1)([CH3:24])([CH3:23])[CH3:22].C(=O)([O-])[O-].[K+].[K+]. The catalyst class is: 10. Product: [C:21]([C:25]1[CH:26]=[CH:27][C:28]([CH2:31][CH2:32][CH2:33][N:12]2[CH2:13][CH2:14][CH:9]([C:7]([C:15]3[CH:20]=[CH:19][CH:18]=[CH:17][CH:16]=3)([C:1]3[CH:2]=[CH:3][CH:4]=[CH:5][CH:6]=3)[OH:8])[CH2:10][CH2:11]2)=[CH:29][CH:30]=1)([CH3:24])([CH3:23])[CH3:22]. (3) Reactant: C(OC([N:8]1[C:16]2[CH:15]=[CH:14][C:13]([Cl:17])=[CH:12][C:11]=2[C:10]2[CH2:18][CH:19]([C:21]([S:26]([C:29]3[CH:34]=[CH:33][CH:32]=[CH:31][CH:30]=3)(=[O:28])=[O:27])([CH3:25])[CH2:22][O:23][CH3:24])[CH2:20][C:9]1=2)=O)(C)(C)C.C(O)(C(F)(F)F)=O. Product: [C:29]1([S:26]([C:21]([CH:19]2[CH2:20][C:9]3[NH:8][C:16]4[CH:15]=[CH:14][C:13]([Cl:17])=[CH:12][C:11]=4[C:10]=3[CH2:18]2)([CH3:25])[CH2:22][O:23][CH3:24])(=[O:27])=[O:28])[CH:34]=[CH:33][CH:32]=[CH:31][CH:30]=1. The catalyst class is: 2. (4) Reactant: [CH3:1][C@H:2]1[CH2:7][CH2:6][CH2:5][CH2:4][N:3]1[C:8]1[N:12]2[CH:13]=[C:14]([O:17][C@H:18]3[C:27]4[C:22](=[CH:23][CH:24]=[CH:25][CH:26]=4)[C@@H:21]([NH2:28])[CH2:20][CH2:19]3)[CH:15]=[CH:16][C:11]2=[N:10][N:9]=1.C1([O:35][C:36](=[O:60])[NH:37][C:38]2[N:39]([C:47]3[CH:52]=[CH:51][CH:50]=[C:49]([N:53]([CH2:55][CH2:56][N:57]([CH3:59])[CH3:58])[CH3:54])[CH:48]=3)[N:40]=[C:41]([C:43]([CH3:46])([CH3:45])[CH3:44])[CH:42]=2)C=CC=CC=1.CCN(C(C)C)C(C)C.CCOCC. Product: [CH:36]([OH:60])=[O:35].[C:43]([C:41]1[CH:42]=[C:38]([NH:37][C:36]([NH:28][C@@H:21]2[C:22]3[C:27](=[CH:26][CH:25]=[CH:24][CH:23]=3)[C@H:18]([O:17][C:14]3[CH:15]=[CH:16][C:11]4[N:12]([C:8]([N:3]5[CH2:4][CH2:5][CH2:6][CH2:7][C@@H:2]5[CH3:1])=[N:9][N:10]=4)[CH:13]=3)[CH2:19][CH2:20]2)=[O:35])[N:39]([C:47]2[CH:52]=[CH:51][CH:50]=[C:49]([N:53]([CH2:55][CH2:56][N:57]([CH3:58])[CH3:59])[CH3:54])[CH:48]=2)[N:40]=1)([CH3:46])([CH3:44])[CH3:45]. The catalyst class is: 12.